From a dataset of Full USPTO retrosynthesis dataset with 1.9M reactions from patents (1976-2016). Predict the reactants needed to synthesize the given product. (1) Given the product [C:1]([O:5][C:6](=[O:26])[NH:7][CH:8]1[CH2:9][CH2:10][N:11]([S:14]([C:17]2[CH:18]=[CH:19][C:20]([NH2:23])=[CH:21][CH:22]=2)(=[O:16])=[O:15])[CH2:12][CH2:13]1)([CH3:4])([CH3:2])[CH3:3], predict the reactants needed to synthesize it. The reactants are: [C:1]([O:5][C:6](=[O:26])[NH:7][CH:8]1[CH2:13][CH2:12][N:11]([S:14]([C:17]2[CH:22]=[CH:21][C:20]([N+:23]([O-])=O)=[CH:19][CH:18]=2)(=[O:16])=[O:15])[CH2:10][CH2:9]1)([CH3:4])([CH3:3])[CH3:2].C(O)C.[Cl-].[NH4+]. (2) Given the product [NH:1]1[C:5]2[CH:6]=[CH:7][C:8]([N:10]3[CH:14]([C:15]4[CH:16]=[CH:17][C:18]([N:21]5[CH2:22][CH2:23][O:24][CH2:25][CH2:26]5)=[CH:19][CH:20]=4)[C:13]([NH:30][CH3:29])=[CH:12][C:11]3=[O:28])=[CH:9][C:4]=2[N:3]=[CH:2]1, predict the reactants needed to synthesize it. The reactants are: [NH:1]1[C:5]2[CH:6]=[CH:7][C:8]([N:10]3[CH:14]([C:15]4[CH:20]=[CH:19][C:18]([N:21]5[CH2:26][CH2:25][O:24][CH2:23][CH2:22]5)=[CH:17][CH:16]=4)[C:13](O)=[CH:12][C:11]3=[O:28])=[CH:9][C:4]=2[N:3]=[CH:2]1.[CH3:29][NH2:30]. (3) Given the product [Cl:32][C:33]1[CH:38]=[CH:37][C:36]([O:39][C:2]2[C:7]([N+:8]([O-:10])=[O:9])=[C:6]([NH:11][CH3:12])[CH:5]=[CH:4][C:3]=2[C:13]2[C:14]3[CH:23]=[CH:22][N:21]([CH2:24][O:25][CH2:26][CH2:27][Si:28]([CH3:31])([CH3:30])[CH3:29])[C:15]=3[C:16](=[O:20])[N:17]([CH3:19])[CH:18]=2)=[CH:35][CH:34]=1, predict the reactants needed to synthesize it. The reactants are: F[C:2]1[C:7]([N+:8]([O-:10])=[O:9])=[C:6]([NH:11][CH3:12])[CH:5]=[CH:4][C:3]=1[C:13]1[C:14]2[CH:23]=[CH:22][N:21]([CH2:24][O:25][CH2:26][CH2:27][Si:28]([CH3:31])([CH3:30])[CH3:29])[C:15]=2[C:16](=[O:20])[N:17]([CH3:19])[CH:18]=1.[Cl:32][C:33]1[CH:38]=[CH:37][C:36]([OH:39])=[CH:35][CH:34]=1. (4) The reactants are: [Cl:1][C:2]1[CH:8]=[C:7]([O:9][C:10]2[C:11]3[N:18]([CH3:19])[CH:17]=[CH:16][C:12]=3[N:13]=[CH:14][N:15]=2)[CH:6]=[CH:5][C:3]=1[NH2:4].C(N(CC)CC)C.[N:27]([C:30]1[CH:31]=[C:32]([CH:37]=[CH:38][CH:39]=1)[C:33]([O:35][CH3:36])=[O:34])=[C:28]=[O:29]. Given the product [Cl:1][C:2]1[CH:8]=[C:7]([O:9][C:10]2[C:11]3[N:18]([CH3:19])[CH:17]=[CH:16][C:12]=3[N:13]=[CH:14][N:15]=2)[CH:6]=[CH:5][C:3]=1[NH:4][C:28]([NH:27][C:30]1[CH:31]=[C:32]([CH:37]=[CH:38][CH:39]=1)[C:33]([O:35][CH3:36])=[O:34])=[O:29], predict the reactants needed to synthesize it. (5) Given the product [CH3:2][O:3][C:4]1[CH:9]=[CH:8][C:7]([S:10][CH2:11][CH2:12][NH:13][C:14](=[O:16])[CH3:15])=[CH:6][CH:5]=1, predict the reactants needed to synthesize it. The reactants are: Cl.[CH3:2][O:3][C:4]1[CH:9]=[CH:8][C:7]([S:10][CH2:11][CH2:12][NH2:13])=[CH:6][CH:5]=1.[C:14](Cl)(=[O:16])[CH3:15].C(N(CC)CC)C. (6) Given the product [CH3:15][O:16][C:17]1[N:22]=[CH:21][C:20]([NH:23][CH2:10][CH2:9][C:6]2[CH:7]=[CH:8][C:3]([C:2]([F:14])([F:13])[F:1])=[CH:4][CH:5]=2)=[CH:19][CH:18]=1, predict the reactants needed to synthesize it. The reactants are: [F:1][C:2]([F:14])([F:13])[C:3]1[CH:8]=[CH:7][C:6]([CH2:9][C:10](O)=O)=[CH:5][CH:4]=1.[CH3:15][O:16][C:17]1[N:22]=[CH:21][C:20]([NH2:23])=[CH:19][CH:18]=1.ON1C2C=CC=CC=2N=N1.Cl.CN(C)CCCN=C=NCC.C(N(CC)C(C)C)(C)C.B.O1CCCC1.Cl.